Dataset: Catalyst prediction with 721,799 reactions and 888 catalyst types from USPTO. Task: Predict which catalyst facilitates the given reaction. The catalyst class is: 15. Reactant: [CH3:1][S:2][C:3]1[CH:8]=[CH:7][C:6]([C:9]([F:12])([F:11])[F:10])=[CH:5][C:4]=1[C:13](=O)[CH3:14].BrC[C:18]([OH:20])=[O:19].O. Product: [CH3:14][C:13]1[C:4]2[CH:5]=[C:6]([C:9]([F:12])([F:11])[F:10])[CH:7]=[CH:8][C:3]=2[S:2][C:1]=1[C:18]([OH:20])=[O:19].